From a dataset of Catalyst prediction with 721,799 reactions and 888 catalyst types from USPTO. Predict which catalyst facilitates the given reaction. (1) Reactant: [N:1]1([CH2:7][C:8]2[NH:9][C:10]3[CH:16]=[CH:15][CH:14]=[CH:13][C:11]=3[N:12]=2)[CH2:6][CH2:5][CH2:4][CH2:3][CH2:2]1.Br[CH2:18][CH2:19][CH2:20][C:21]1[C:26]([CH3:27])=[CH:25][CH:24]=[CH:23][C:22]=1[CH3:28].C([O-])([O-])=O.[K+].[K+]. Product: [CH3:28][C:22]1[CH:23]=[CH:24][CH:25]=[C:26]([CH3:27])[C:21]=1[CH2:20][CH2:19][CH2:18][N:12]1[C:11]2[CH:13]=[CH:14][CH:15]=[CH:16][C:10]=2[N:9]=[C:8]1[CH2:7][N:1]1[CH2:6][CH2:5][CH2:4][CH2:3][CH2:2]1. The catalyst class is: 3. (2) Reactant: Cl[C:2]1[CH:7]=[CH:6][C:5]([N+:8]([O-:10])=[O:9])=[CH:4][N:3]=1.C(N(CC)C(C)C)(C)C.[OH:20][C:21]1([C:27]2[CH:32]=[CH:31][CH:30]=[CH:29][CH:28]=2)[CH2:26][CH2:25][NH:24][CH2:23][CH2:22]1. Product: [N+:8]([C:5]1[CH:6]=[CH:7][C:2]([N:24]2[CH2:25][CH2:26][C:21]([OH:20])([C:27]3[CH:28]=[CH:29][CH:30]=[CH:31][CH:32]=3)[CH2:22][CH2:23]2)=[N:3][CH:4]=1)([O-:10])=[O:9]. The catalyst class is: 351. (3) Reactant: [CH3:1][N:2]1[C:10]2[C:5](=[CH:6][C:7]([CH3:33])=[CH:8][C:9]=2[CH2:11][O:12][CH2:13][C:14]2([C:27]3[CH:32]=[CH:31][CH:30]=[CH:29][CH:28]=3)[CH2:19][CH2:18][N:17](C(OC(C)(C)C)=O)[CH2:16][CH2:15]2)[CH2:4][NH:3]1. Product: [CH3:1][N:2]1[C:10]2[C:5](=[CH:6][C:7]([CH3:33])=[CH:8][C:9]=2[CH2:11][O:12][CH2:13][C:14]2([C:27]3[CH:28]=[CH:29][CH:30]=[CH:31][CH:32]=3)[CH2:15][CH2:16][NH:17][CH2:18][CH2:19]2)[CH:4]=[N:3]1. The catalyst class is: 55. (4) Reactant: [Cl:1][C:2]1[CH:3]=[CH:4][C:5]([C:16]2[CH:17]=[N:18][N:19]([CH:21]([F:23])[F:22])[CH:20]=2)=[C:6]([C:8]2[CH:13]=[C:12]([O:14]C)[N:11]=[CH:10][N:9]=2)[CH:7]=1.Br. Product: [Cl:1][C:2]1[CH:3]=[CH:4][C:5]([C:16]2[CH:17]=[N:18][N:19]([CH:21]([F:23])[F:22])[CH:20]=2)=[C:6]([C:8]2[N:9]=[CH:10][N:11]=[C:12]([OH:14])[CH:13]=2)[CH:7]=1. The catalyst class is: 52. (5) Reactant: Cl[C:2]1[N:3]=[CH:4][C:5]2[N:11]([CH3:12])[C:10](=[O:13])[C:9]([F:15])([F:14])[CH2:8][N:7]([CH:16]3[CH2:20][CH2:19][CH2:18][CH2:17]3)[C:6]=2[N:21]=1.[NH2:22][C:23]1[CH:31]=[CH:30][C:26]([C:27]([OH:29])=[O:28])=[CH:25][C:24]=1[O:32][CH2:33][CH3:34].Cl. Product: [CH:16]1([N:7]2[CH2:8][C:9]([F:15])([F:14])[C:10](=[O:13])[N:11]([CH3:12])[C:5]3[CH:4]=[N:3][C:2]([NH:22][C:23]4[CH:31]=[CH:30][C:26]([C:27]([OH:29])=[O:28])=[CH:25][C:24]=4[O:32][CH2:33][CH3:34])=[N:21][C:6]2=3)[CH2:20][CH2:19][CH2:18][CH2:17]1. The catalyst class is: 8. (6) Reactant: CCC(C)[BH-](C(C)CC)C(C)CC.[Li+].[Br:15][C:16]1[CH:25]=[CH:24][C:23]2[O:22][C:21]3[CH2:26][CH2:27][O:28][CH2:29][C:20]=3[C:19](=[O:30])[C:18]=2[CH:17]=1.[C@H](O)(C([O-])=O)[C@@H](O)C([O-])=O.[Na+].[K+].CCOC(C)=O.O. Product: [Br:15][C:16]1[CH:25]=[CH:24][C:23]2[O:22][C@H:21]3[CH2:26][CH2:27][O:28][CH2:29][C@@H:20]3[C:19](=[O:30])[C:18]=2[CH:17]=1. The catalyst class is: 2. (7) Reactant: [CH3:1][O:2][C:3](=[O:21])[CH:4]=[CH:5][C:6]1[CH:7]=[C:8]2[C:12](=[CH:13][CH:14]=1)[N:11]([CH:15]1[CH2:20][CH2:19][CH2:18][CH2:17][CH2:16]1)[CH2:10][CH2:9]2. Product: [CH3:1][O:2][C:3](=[O:21])[CH2:4][CH2:5][C:6]1[CH:7]=[C:8]2[C:12](=[CH:13][CH:14]=1)[N:11]([CH:15]1[CH2:16][CH2:17][CH2:18][CH2:19][CH2:20]1)[CH2:10][CH2:9]2. The catalyst class is: 19. (8) Reactant: [CH3:1][N:2]1[CH2:25][CH2:24][C:5]2[N:6]=[C:7]([NH:11][C:12]3[CH:17]=[CH:16][C:15]([N:18]4[CH:22]=[CH:21][N:20]=[C:19]4[CH3:23])=[CH:14][CH:13]=3)[N:8]=[C:9]([OH:10])[C:4]=2[CH2:3]1.[F:26][C:27]([F:46])([F:45])[S:28](N(C1C=CC=CC=1)[S:28]([C:27]([F:46])([F:45])[F:26])(=[O:30])=[O:29])(=[O:30])=[O:29].N12CCCN=C1CCCCC2. Product: [F:26][C:27]([F:46])([F:45])[S:28]([O:10][C:9]1[C:4]2[CH2:3][N:2]([CH3:1])[CH2:25][CH2:24][C:5]=2[N:6]=[C:7]([NH:11][C:12]2[CH:13]=[CH:14][C:15]([N:18]3[CH:22]=[CH:21][N:20]=[C:19]3[CH3:23])=[CH:16][CH:17]=2)[N:8]=1)(=[O:30])=[O:29]. The catalyst class is: 143. (9) Reactant: [F:1][C:2]1[CH:7]=[CH:6][C:5]([CH:8]2[CH2:12][N:11]([S:13]([C:16]3[N:17]=[CH:18][N:19]([CH3:21])[CH:20]=3)(=[O:15])=[O:14])[CH2:10][CH:9]2[NH2:22])=[CH:4][CH:3]=1.[Cl:23][C:24]1[N:25]=[N:26][C:27](Cl)=[CH:28][CH:29]=1.C(N(CC)C(C)C)(C)C. Product: [Cl:23][C:24]1[N:25]=[N:26][C:27]([NH:22][CH:9]2[CH:8]([C:5]3[CH:6]=[CH:7][C:2]([F:1])=[CH:3][CH:4]=3)[CH2:12][N:11]([S:13]([C:16]3[N:17]=[CH:18][N:19]([CH3:21])[CH:20]=3)(=[O:15])=[O:14])[CH2:10]2)=[CH:28][CH:29]=1. The catalyst class is: 8. (10) The catalyst class is: 9. Reactant: [CH3:1][C:2]1[NH:3][C:4]([CH:7]=[O:8])=[CH:5][N:6]=1.[C:9](=O)([O-])[O-].[K+].[K+].CI. Product: [CH3:9][N:3]1[C:4]([CH:7]=[O:8])=[CH:5][N:6]=[C:2]1[CH3:1].[CH3:9][N:6]1[CH:5]=[C:4]([CH:7]=[O:8])[N:3]=[C:2]1[CH3:1].